Dataset: Forward reaction prediction with 1.9M reactions from USPTO patents (1976-2016). Task: Predict the product of the given reaction. (1) Given the reactants [Cl:1][C:2]1[CH:19]=[CH:18][C:5]([C:6]([NH:8][C:9]2[C:10]([C:15]([OH:17])=O)=[N:11][CH:12]=[CH:13][N:14]=2)=[O:7])=[CH:4][CH:3]=1.C(N(CC)CC)C.C(Cl)(=O)C(C)(C)C.[Si:34]([O:41][CH2:42][CH2:43][NH:44][C:45]1[CH:50]=[CH:49][C:48]([NH2:51])=[CH:47][CH:46]=1)([C:37]([CH3:40])([CH3:39])[CH3:38])([CH3:36])[CH3:35], predict the reaction product. The product is: [Si:34]([O:41][CH2:42][CH2:43][NH:44][C:45]1[CH:46]=[CH:47][C:48]([NH:51][C:15]([C:10]2[C:9]([NH:8][C:6](=[O:7])[C:5]3[CH:4]=[CH:3][C:2]([Cl:1])=[CH:19][CH:18]=3)=[N:14][CH:13]=[CH:12][N:11]=2)=[O:17])=[CH:49][CH:50]=1)([C:37]([CH3:40])([CH3:39])[CH3:38])([CH3:36])[CH3:35]. (2) The product is: [ClH:8].[NH2:1][CH2:2][CH:3]([OH:4])[C:5]([O:7][CH3:9])=[O:6]. Given the reactants [NH2:1][CH2:2][CH:3]([C:5]([OH:7])=[O:6])[OH:4].[ClH:8].[CH3:9]O, predict the reaction product. (3) Given the reactants [Cl:1][C:2]1[C:11]2[C:6](=[CH:7][CH:8]=[CH:9][CH:10]=2)[CH:5]=[C:4](C)[C:3]=1C=C.S([O-])([O-])=[O:16].[Na+].[Na+].[C:21]([OH:25])(C)([CH3:23])[CH3:22], predict the reaction product. The product is: [Cl:1][C:2]1[C:11]2[C:6](=[CH:7][CH:8]=[CH:9][CH:10]=2)[CH:5]=[C:4]([CH3:3])[C:22]=1[CH:21]([OH:25])[CH2:23][OH:16]. (4) Given the reactants [C:1]([O:5][C:6]([N:8]1[CH2:13][CH2:12][CH:11]([CH2:14][CH2:15][OH:16])[CH2:10][CH2:9]1)=[O:7])([CH3:4])([CH3:3])[CH3:2].[H-].[Na+].[Cl:19][C:20]1[CH:27]=[CH:26][C:23]([CH2:24]Cl)=[CH:22][CH:21]=1.[NH4+].[Cl-], predict the reaction product. The product is: [C:1]([O:5][C:6]([N:8]1[CH2:13][CH2:12][CH:11]([CH2:14][CH2:15][O:16][CH2:24][C:23]2[CH:26]=[CH:27][C:20]([Cl:19])=[CH:21][CH:22]=2)[CH2:10][CH2:9]1)=[O:7])([CH3:4])([CH3:3])[CH3:2]. (5) Given the reactants [CH2:1]([O:3][C:4]([C:6]1([C:9]2[CH:14]=[CH:13][C:12]([C:15]3[CH:20]=[CH:19][C:18]([C:21]4[S:22][C:23]([Cl:29])=[CH:24][C:25]=4C(=O)N)=[CH:17][N:16]=3)=[CH:11][CH:10]=2)[CH2:8][CH2:7]1)=[O:5])[CH3:2].[N:30]1[CH:35]=CC=CC=1.FC(F)(F)C(OI(C1C=CC=CC=1)OC(=O)C(F)(F)F)=[O:39].[CH3:57][C:58]1[C:59]([CH:63]([OH:65])[CH3:64])=[CH:60][S:61][CH:62]=1, predict the reaction product. The product is: [CH2:1]([O:3][C:4]([C:6]1([C:9]2[CH:14]=[CH:13][C:12]([C:15]3[CH:20]=[CH:19][C:18]([C:21]4[S:22][C:23]([Cl:29])=[CH:24][C:25]=4[NH:30][C:35]([O:65][CH:63]([C:59]4[C:58]([CH3:57])=[CH:62][S:61][CH:60]=4)[CH3:64])=[O:39])=[CH:17][N:16]=3)=[CH:11][CH:10]=2)[CH2:8][CH2:7]1)=[O:5])[CH3:2]. (6) The product is: [OH:8][CH2:9][CH2:10][C:11]([NH:13][C:14]1[CH:15]=[C:16]2[C:20](=[CH:21][CH:22]=1)[NH:19][N:18]=[CH:17]2)=[O:12]. Given the reactants C([O:8][CH2:9][CH2:10][C:11]([NH:13][C:14]1[CH:15]=[C:16]2[C:20](=[CH:21][CH:22]=1)[NH:19][N:18]=[CH:17]2)=[O:12])C1C=CC=CC=1.Cl, predict the reaction product. (7) Given the reactants C(N(CC)CC)C.[C:16](O[C:16]([O:18][C:19]([CH3:22])([CH3:21])[CH3:20])=[O:17])([O:18][C:19]([CH3:22])([CH3:21])[CH3:20])=[O:17].[O:23]1[CH:27]=[CH:26][CH:25]=[C:24]1[C:28]1[N:32]([C:33]2[CH:40]=[CH:39][CH:38]=[CH:37][C:34]=2[CH2:35][NH2:36])[N:31]=[C:30]([C:41]([F:44])([F:43])[F:42])[CH:29]=1, predict the reaction product. The product is: [O:23]1[CH:27]=[CH:26][CH:25]=[C:24]1[C:28]1[N:32]([C:33]2[CH:40]=[CH:39][CH:38]=[CH:37][C:34]=2[CH2:35][NH:36][C:16](=[O:17])[O:18][C:19]([CH3:20])([CH3:21])[CH3:22])[N:31]=[C:30]([C:41]([F:43])([F:42])[F:44])[CH:29]=1. (8) Given the reactants Br[C:2]1[CH:7]=[CH:6][C:5]([Br:8])=[CH:4][N:3]=1.[NH:9]1[CH:13]=[CH:12][N:11]=[N:10]1.C(=O)([O-])[O-].[K+].[K+], predict the reaction product. The product is: [N:9]1([C:2]2[CH:7]=[CH:6][C:5]([Br:8])=[CH:4][N:3]=2)[CH:13]=[CH:12][N:11]=[N:10]1. (9) Given the reactants [CH:1]1[C:10]2[C:5](=[CH:6][CH:7]=[CH:8][CH:9]=2)[CH:4]=[CH:3][C:2]=1[C:11]#[N:12].[H-].[Al+3].[Li+].[H-].[H-].[H-].[OH-].[Na+], predict the reaction product. The product is: [CH:1]1[C:10]2[C:5](=[CH:6][CH:7]=[CH:8][CH:9]=2)[CH:4]=[CH:3][C:2]=1[CH2:11][NH2:12]. (10) Given the reactants Br[C:2]1[CH:3]=[C:4]([NH:13][C:14](=[O:28])[C@H:15]([NH:20][C:21](=[O:27])[O:22][C:23]([CH3:26])([CH3:25])[CH3:24])[CH2:16][CH:17]([CH3:19])[CH3:18])[CH:5]=[CH:6][C:7]=1[C:8]1[O:12][CH:11]=[N:10][CH:9]=1.[CH3:29]B(O)O.C(=O)([O-])[O-].[Na+].[Na+].C([O-])(O)=O.[Na+], predict the reaction product. The product is: [CH3:18][CH:17]([CH3:19])[CH2:16][C@@H:15]([NH:20][C:21](=[O:27])[O:22][C:23]([CH3:26])([CH3:25])[CH3:24])[C:14]([NH:13][C:4]1[CH:5]=[CH:6][C:7]([C:8]2[O:12][CH:11]=[N:10][CH:9]=2)=[C:2]([CH3:29])[CH:3]=1)=[O:28].